From a dataset of Full USPTO retrosynthesis dataset with 1.9M reactions from patents (1976-2016). Predict the reactants needed to synthesize the given product. (1) Given the product [F:1][C:2]1[CH:7]=[CH:6][C:5]([N:8]2[C:16]3[CH:15]=[C:14]4[CH2:17][CH2:18][C@@H:19]5[C@@H:24]([C@@:13]4([CH3:35])[CH2:12][C:11]=3[CH:10]=[N:9]2)[C@@H:23]([OH:25])[CH2:22][C@:21]2([CH3:34])[C@@:26]([OH:29])([C:30]([OH:33])=[O:36])[CH2:27][CH2:28][C@@H:20]52)=[CH:4][CH:3]=1, predict the reactants needed to synthesize it. The reactants are: [F:1][C:2]1[CH:7]=[CH:6][C:5]([N:8]2[C:16]3[CH:15]=[C:14]4[CH2:17][CH2:18][C@@H:19]5[C@@H:24]([C@@:13]4([CH3:35])[CH2:12][C:11]=3[CH:10]=[N:9]2)[C@@H:23]([OH:25])[CH2:22][C@:21]2([CH3:34])[C@:26]([C:30](=[O:33])CO)([OH:29])[CH2:27][CH2:28][C@@H:20]52)=[CH:4][CH:3]=1.[OH-:36].[Na+].Cl. (2) Given the product [Cl:13][C:14]1[C:23]2[C:18](=[CH:19][CH:20]=[C:21]([C:24]([OH:25])([C:7]3[N:11]([CH3:12])[CH:10]=[N:9][CH:8]=3)[C:26]3[CH:33]=[CH:32][C:29]([C:30]#[N:31])=[CH:28][CH:27]=3)[CH:22]=2)[N:17]=[C:16]([O:34][CH3:35])[C:15]=1[CH2:36][N:37]1[CH2:38][CH2:39][CH:40]([C:43]([F:44])([F:45])[F:46])[CH2:41][CH2:42]1, predict the reactants needed to synthesize it. The reactants are: C([Mg]Cl)(C)C.Br[C:7]1[N:11]([CH3:12])[CH:10]=[N:9][CH:8]=1.[Cl:13][C:14]1[C:23]2[C:18](=[CH:19][CH:20]=[C:21]([C:24]([C:26]3[CH:33]=[CH:32][C:29]([C:30]#[N:31])=[CH:28][CH:27]=3)=[O:25])[CH:22]=2)[N:17]=[C:16]([O:34][CH3:35])[C:15]=1[CH2:36][N:37]1[CH2:42][CH2:41][CH:40]([C:43]([F:46])([F:45])[F:44])[CH2:39][CH2:38]1. (3) Given the product [Cl:42][C:43]1[CH:44]=[CH:45][C:46]([C:49]2[S:50][C:51]([CH:54]3[CH2:55][C:56](=[O:58])[O:57][C:60](=[O:64])[CH2:59]3)=[CH:52][N:53]=2)=[CH:47][CH:48]=1.[Cl:42][C:43]1[CH:44]=[CH:45][C:46]([C:49]2[S:50][C:51]([CH:54]3[CH2:55][C:56](=[O:58])[O:57][C:60](=[O:64])[CH2:59]3)=[CH:52][N:53]=2)=[CH:47][CH:48]=1, predict the reactants needed to synthesize it. The reactants are: FC(F)(F)C(O)=O.O1C2C=CC(C(CC3ON=C(CCCC4C=CC5CCCNC=5N=4)N=3)CC(O)=O)=CC=2OC1.Cl.[Cl:42][C:43]1[CH:48]=[CH:47][C:46]([C:49]2[S:50][C:51]([CH:54]([CH2:59][C:60]3[O:64]N=C(CCCC4C=CC5CCCNC=5N=4)N=3)[CH2:55][C:56]([OH:58])=[O:57])=[CH:52][N:53]=2)=[CH:45][CH:44]=1. (4) Given the product [C:114]([C:113]1[CH:112]=[C:111]([C:109]2[NH:108][C:106](=[O:107])[C:102]3[C:101](=[C:100]([CH2:99][CH3:98])[N:104]([CH:15]4[CH2:13][N:14]([CH:5]([CH3:4])[CH3:6])[CH2:16]4)[N:103]=3)[N:110]=2)[C:116]([O:117][CH2:118][CH2:119][CH3:120])=[N:35][CH:34]=1)(=[O:75])[CH3:115], predict the reactants needed to synthesize it. The reactants are: CCC[C:4]1[C:5]2[N:14]=[C:13]([C:15]3[CH:16]=C(S(N4CCN(C)CC4)(=O)=O)C=CC=3OCC)NC(=O)[C:6]=2N(C)N=1.[CH3:34][N:35]1C(=O)[C@H]2CC3C4C=CC=CC=4NC=3[C@@H](C3C=CC4OCOC=4C=3)N2C(=O)C1.CCCC1N2NC(C3C=C(S(N4CCN(CC)CC4)(=O)=O)C=CC=3OCC)=NC(=[O:75])C2=C(C)N=1.C[CH2:98][CH2:99][C:100]1[C:101]2[N:110]=[C:109]([C:111]3[CH:112]=[C:113](S(NCCC4N(C)CCC4)(=O)=O)[CH:114]=[CH:115][C:116]=3[O:117][CH2:118][CH2:119][CH3:120])[NH:108][C:106](=[O:107])[C:102]=2[N:103](C)[N:104]=1.C(OC1C(C2NC(=O)C3C(=C(CC)N(CCOC)N=3)N=2)=CC(S(N2CCN(CC)CC2)(=O)=O)=CN=1)C. (5) Given the product [Br:16][CH2:1][C:2]1[N:3]=[CH:4][C:5]([C:12]([O:14][CH3:15])=[O:13])=[N:6][C:7]=1[C:8]([F:11])([F:9])[F:10], predict the reactants needed to synthesize it. The reactants are: [CH3:1][C:2]1[N:3]=[CH:4][C:5]([C:12]([O:14][CH3:15])=[O:13])=[N:6][C:7]=1[C:8]([F:11])([F:10])[F:9].[Br:16]Br. (6) Given the product [Cl:1][C:2]1[CH:3]=[C:4]2[C:9](=[CH:10][CH:11]=1)[O:8][CH:7]([C:14]([F:17])([F:15])[F:16])[C:6]([C:18]([OH:20])=[O:19])=[CH:5]2, predict the reactants needed to synthesize it. The reactants are: [Cl:1][C:2]1[CH:3]=[C:4]2[C:9](=[C:10](Cl)[C:11]=1O)[O:8][CH:7]([C:14]([F:17])([F:16])[F:15])[C:6]([C:18]([O:20]CC)=[O:19])=[CH:5]2.[OH-].[Li+].Cl. (7) Given the product [CH:11]([NH:10][C:7]([C@H:3]1[CH2:4][CH2:5][CH2:6][C@H:2]1[NH2:1])=[O:9])([CH3:15])[CH3:12], predict the reactants needed to synthesize it. The reactants are: [NH2:1][C@@H:2]1[CH2:6][CH2:5][CH2:4][C@@H:3]1[C:7]([OH:9])=O.[NH2:10][CH:11]1[CH2:15]CC[CH:12]1C(O)=O.